This data is from Forward reaction prediction with 1.9M reactions from USPTO patents (1976-2016). The task is: Predict the product of the given reaction. (1) Given the reactants [Mg:1].[CH3:2][C:3]1[CH:4]=[N:5][C:6]([CH2:12][S+:13]([O-:25])[C:14]2[NH:15][C:16]3[CH:17]=[CH:18][C:19]([O:23][CH3:24])=[CH:20][C:21]=3[N:22]=2)=[C:7]([CH3:11])[C:8]=1[O:9][CH3:10], predict the reaction product. The product is: [CH3:2][C:3]1[CH:4]=[N:5][C:6]([CH2:12][S+:13]([O-:25])[C:14]2[N-:15][C:16]3[CH:17]=[CH:18][C:19]([O:23][CH3:24])=[CH:20][C:21]=3[N:22]=2)=[C:7]([CH3:11])[C:8]=1[O:9][CH3:10].[CH3:2][C:3]1[CH:4]=[N:5][C:6]([CH2:12][S+:13]([O-:25])[C:14]2[N-:15][C:16]3[CH:17]=[CH:18][C:19]([O:23][CH3:24])=[CH:20][C:21]=3[N:22]=2)=[C:7]([CH3:11])[C:8]=1[O:9][CH3:10].[Mg+2:1]. (2) Given the reactants [Al+3].[Cl-].[Cl-].[Cl-].C[O:6][C:7]1[CH:8]=[C:9]([NH:13][C:14](=[O:23])[CH:15]=[CH:16]C2C=CC=CC=2)[CH:10]=[CH:11][CH:12]=1, predict the reaction product. The product is: [OH:6][C:7]1[CH:8]=[C:9]2[C:10]([CH:16]=[CH:15][C:14](=[O:23])[NH:13]2)=[CH:11][CH:12]=1. (3) Given the reactants [S:1]1[CH:5]=[CH:4][C:3]([N:6]2[C:14]3[C:9](=[CH:10][CH:11]=[CH:12][CH:13]=3)[CH:8]=[CH:7]2)=[CH:2]1.ClN1C(=[O:21])CCC1=O, predict the reaction product. The product is: [S:1]1[CH:5]=[CH:4][C:3]([N:6]2[C:14]3[C:9](=[CH:10][CH:11]=[CH:12][CH:13]=3)[CH2:8][C:7]2=[O:21])=[CH:2]1. (4) Given the reactants [CH3:1][O:2][C:3]1[CH:8]=[CH:7][C:6]([C:9]([NH:24][C:25]2[O:26][C:27]([CH3:43])([CH3:42])[C:28]([F:41])([F:40])[C@:29]([C:32]3[CH:37]=[C:36](Br)[CH:35]=[CH:34][C:33]=3[F:39])([CH3:31])[N:30]=2)([C:16]2[CH:21]=[CH:20][C:19]([O:22][CH3:23])=[CH:18][CH:17]=2)[C:10]2[CH:15]=[CH:14][CH:13]=[CH:12][CH:11]=2)=[CH:5][CH:4]=1.[Cl:44][C:45]1[CH:46]=[C:47](B(O)O)[CH:48]=[C:49]([Cl:51])[CH:50]=1, predict the reaction product. The product is: [CH3:1][O:2][C:3]1[CH:8]=[CH:7][C:6]([C:9]([NH:24][C:25]2[O:26][C:27]([CH3:43])([CH3:42])[C:28]([F:41])([F:40])[C@:29]([C:32]3[CH:37]=[C:36]([C:47]4[CH:46]=[C:45]([Cl:44])[CH:50]=[C:49]([Cl:51])[CH:48]=4)[CH:35]=[CH:34][C:33]=3[F:39])([CH3:31])[N:30]=2)([C:16]2[CH:21]=[CH:20][C:19]([O:22][CH3:23])=[CH:18][CH:17]=2)[C:10]2[CH:15]=[CH:14][CH:13]=[CH:12][CH:11]=2)=[CH:5][CH:4]=1. (5) Given the reactants Br[C:2]1[CH:7]=[CH:6][C:5]([C@H:8]2[N:11]([C:12]3[CH:17]=[CH:16][CH:15]=[CH:14][CH:13]=3)[C:10](=[O:18])[C@@H:9]2[CH2:19][CH2:20][C@H:21]([O:29][Si:30]([C:33]([CH3:36])([CH3:35])[CH3:34])([CH3:32])[CH3:31])[C:22]2[CH:27]=[CH:26][C:25]([F:28])=[CH:24][CH:23]=2)=[C:4]([O:37][Si:38]([C:41]([CH3:44])([CH3:43])[CH3:42])([CH3:40])[CH3:39])[CH:3]=1.[B:54]1([B:54]2[O:58][C:57]([CH3:60])([CH3:59])[C:56]([CH3:62])([CH3:61])[O:55]2)[O:58][C:57]([CH3:60])([CH3:59])[C:56]([CH3:62])([CH3:61])[O:55]1.C([O-])(=O)C.[K+], predict the reaction product. The product is: [Si:30]([O:29][C@H:21]([C:22]1[CH:23]=[CH:24][C:25]([F:28])=[CH:26][CH:27]=1)[CH2:20][CH2:19][C@@H:9]1[C@@H:8]([C:5]2[CH:6]=[CH:7][C:2]([B:54]3[O:55][C:56]([CH3:61])([CH3:62])[C:57]([CH3:59])([CH3:60])[O:58]3)=[CH:3][C:4]=2[O:37][Si:38]([C:41]([CH3:44])([CH3:43])[CH3:42])([CH3:40])[CH3:39])[N:11]([C:12]2[CH:17]=[CH:16][CH:15]=[CH:14][CH:13]=2)[C:10]1=[O:18])([C:33]([CH3:34])([CH3:35])[CH3:36])([CH3:32])[CH3:31]. (6) Given the reactants N[C:2]1[CH:3]=[C:4]([CH2:12][OH:13])[CH:5]=[C:6]([C:8]([F:11])([F:10])[F:9])[CH:7]=1.[CH3:14][S:15]SC.N(OC(C)(C)C)=O.O, predict the reaction product. The product is: [CH3:14][S:15][C:2]1[CH:3]=[C:4]([CH2:12][OH:13])[CH:5]=[C:6]([C:8]([F:11])([F:10])[F:9])[CH:7]=1. (7) Given the reactants CN(C(ON1N=NC2C=CC=CC1=2)=[N+](C)C)C.[B-](F)(F)(F)F.Cl.Cl.Cl.[CH3:26][NH:27][C:28]1[N:33]=[C:32]([CH2:34][CH2:35][CH2:36][C:37]2[CH:38]=[CH:39][C:40]([CH2:43][C@@H:44]([C:46]([O:48]C)=[O:47])[NH2:45])=[N:41][CH:42]=2)[CH:31]=[CH:30][CH:29]=1.[Cl:50][C:51]1[CH:59]=[CH:58][CH:57]=[C:56]([F:60])[C:52]=1[C:53](O)=[O:54].CN1CCOCC1, predict the reaction product. The product is: [Cl:50][C:51]1[CH:59]=[CH:58][CH:57]=[C:56]([F:60])[C:52]=1[C:53]([NH:45][C@H:44]([C:46]([OH:48])=[O:47])[CH2:43][C:40]1[CH:39]=[CH:38][C:37]([CH2:36][CH2:35][CH2:34][C:32]2[CH:31]=[CH:30][CH:29]=[C:28]([NH:27][CH3:26])[N:33]=2)=[CH:42][N:41]=1)=[O:54]. (8) The product is: [CH2:32]([Sn:27]([CH2:23][CH2:24][CH2:25][CH3:26])([CH2:28][CH2:29][CH2:30][CH3:31])[C:7]1[S:6][C:14]2[CH:13]=[CH:12][N:11]=[CH:10][C:9]=2[CH:8]=1)[CH2:33][CH2:34][CH3:35]. Given the reactants C([Li])CCC.[S:6]1[C:14]2[CH:13]=[CH:12][N:11]=[CH:10][C:9]=2[CH:8]=[CH:7]1.CN(C)CCN(C)C.[CH2:23]([Sn:27](Cl)([CH2:32][CH2:33][CH2:34][CH3:35])[CH2:28][CH2:29][CH2:30][CH3:31])[CH2:24][CH2:25][CH3:26], predict the reaction product. (9) Given the reactants C[Si](C)(C)CC[N:5]([C:9]1[CH:13]=[C:12]([CH3:14])[N:11]([CH2:15][C:16]2[CH:21]=[C:20]([Cl:22])[CH:19]=[CH:18][C:17]=2[O:23][CH2:24][CH:25]([CH3:27])[CH3:26])[N:10]=1)C(=O)[O-].[F-].C([N+](CCCC)(CCCC)CCCC)CCC, predict the reaction product. The product is: [Cl:22][C:20]1[CH:19]=[CH:18][C:17]([O:23][CH2:24][CH:25]([CH3:27])[CH3:26])=[C:16]([CH2:15][N:11]2[C:12]([CH3:14])=[CH:13][C:9]([NH2:5])=[N:10]2)[CH:21]=1.